Dataset: Catalyst prediction with 721,799 reactions and 888 catalyst types from USPTO. Task: Predict which catalyst facilitates the given reaction. (1) Reactant: [F:1][C:2]([F:7])([F:6])[C:3]([OH:5])=[O:4].C(OC([N:15]1[CH2:20][CH2:19][C:18]([F:22])([F:21])[CH2:17][CH:16]1[C:23]([OH:25])=[O:24])=O)(C)(C)C. Product: [F:1][C:2]([F:7])([F:6])[C:3]([O-:5])=[O:4].[C:23]([CH:16]1[CH2:17][C:18]([F:22])([F:21])[CH2:19][CH2:20][NH2+:15]1)([OH:25])=[O:24]. The catalyst class is: 4. (2) Reactant: [F:1][C:2]1[CH:7]=[CH:6][C:5]([CH:8]([N:34]2[CH2:39][CH2:38][N:37]([CH:40]([CH3:42])[CH3:41])[CH2:36][CH2:35]2)[CH2:9][N:10]2[CH2:15][CH2:14][N:13]([CH2:16][CH2:17][CH2:18][C:19]([C:26](=O)[C:27]3[CH:32]=[CH:31][CH:30]=[CH:29][CH:28]=3)=[CH:20][N:21]3CCC[CH2:22]3)[CH2:12][CH2:11]2)=[CH:4][CH:3]=1.C([O-])=O.[NH4+].C([NH2:49])=O.C(=O)(O)[O-].[Na+]. Product: [F:1][C:2]1[CH:3]=[CH:4][C:5]([CH:8]([N:34]2[CH2:35][CH2:36][N:37]([CH:40]([CH3:41])[CH3:42])[CH2:38][CH2:39]2)[CH2:9][N:10]2[CH2:15][CH2:14][N:13]([CH2:16][CH2:17][CH2:18][C:19]3[C:26]([C:27]4[CH:28]=[CH:29][CH:30]=[CH:31][CH:32]=4)=[N:49][CH:22]=[N:21][CH:20]=3)[CH2:12][CH2:11]2)=[CH:6][CH:7]=1. The catalyst class is: 6. (3) Reactant: [F:1][C:2]1[CH:7]=[C:6]([C:8]2[CH:13]=[CH:12][C:11]([O:14][CH2:15][CH2:16][OH:17])=[CH:10][CH:9]=2)[CH:5]=[CH:4][C:3]=1[C:18]1[CH:23]=[CH:22][C:21]([CH2:24][CH2:25][CH3:26])=[CH:20][CH:19]=1.N1C=CC=CC=1.[S:33](Cl)([C:36]1[CH:42]=[CH:41][C:39]([CH3:40])=[CH:38][CH:37]=1)(=[O:35])=[O:34].O. Product: [C:39]1([CH3:40])[CH:41]=[CH:42][C:36]([S:33]([O:17][CH2:16][CH2:15][O:14][C:11]2[CH:10]=[CH:9][C:8]([C:6]3[CH:5]=[CH:4][C:3]([C:18]4[CH:19]=[CH:20][C:21]([CH2:24][CH2:25][CH3:26])=[CH:22][CH:23]=4)=[C:2]([F:1])[CH:7]=3)=[CH:13][CH:12]=2)(=[O:35])=[O:34])=[CH:37][CH:38]=1. The catalyst class is: 154. (4) Reactant: Cl.[CH:2]12[CH2:11][CH:6]3[CH2:7][CH:8]([CH2:10][CH:4]([CH2:5]3)[CH:3]1[NH2:12])[CH2:9]2.[C:13](N1C=CN=C1)([N:15]1[CH:19]=[CH:18][N:17]=[CH:16]1)=[O:14].C(N(CC)CC)C.O. Product: [CH:2]12[CH2:11][CH:6]3[CH2:7][CH:8]([CH2:10][CH:4]([CH2:5]3)[CH:3]1[NH:12][C:13]([N:15]1[CH2:19][CH2:18][N:17]=[CH:16]1)=[O:14])[CH2:9]2. The catalyst class is: 2. (5) Reactant: [Cl:1][C:2]1[CH:7]=[CH:6][C:5]([NH:8][C:9]2[C:18]3[C:13](=[CH:14][C:15]([O:21][CH3:22])=[C:16]([O:19][CH3:20])[CH:17]=3)[N:12]=[C:11]([N:23]3[CH2:28][CH2:27][CH:26]([NH:29][CH3:30])[CH2:25][CH2:24]3)[N:10]=2)=[C:4]([F:31])[CH:3]=1.C(OC([N:39]1[CH2:46][CH2:45][CH2:44][C@H:40]1[C:41]([OH:43])=O)=O)(C)(C)C.C1C=CC2N(O)N=NC=2C=1.CCN=C=NCCCN(C)C.Cl.C(=O)(O)[O-].[Na+]. Product: [Cl:1][C:2]1[CH:7]=[CH:6][C:5]([NH:8][C:9]2[C:18]3[C:13](=[CH:14][C:15]([O:21][CH3:22])=[C:16]([O:19][CH3:20])[CH:17]=3)[N:12]=[C:11]([N:23]3[CH2:24][CH2:25][CH:26]([N:29]([CH3:30])[C:41](=[O:43])[C@@H:40]4[CH2:44][CH2:45][CH2:46][NH:39]4)[CH2:27][CH2:28]3)[N:10]=2)=[C:4]([F:31])[CH:3]=1. The catalyst class is: 399.